This data is from Peptide-MHC class II binding affinity with 134,281 pairs from IEDB. The task is: Regression. Given a peptide amino acid sequence and an MHC pseudo amino acid sequence, predict their binding affinity value. This is MHC class II binding data. (1) The peptide sequence is AFKVAATAANAAKAN. The MHC is DRB1_1001 with pseudo-sequence DRB1_1001. The binding affinity (normalized) is 0.980. (2) The peptide sequence is EDGIYGIFQSTFLGA. The MHC is DRB1_0801 with pseudo-sequence DRB1_0801. The binding affinity (normalized) is 0.733.